From a dataset of Reaction yield outcomes from USPTO patents with 853,638 reactions. Predict the reaction yield, written as a fraction of the theoretical maximum amount of product (1.0 means a 100% yield; for example, 0.34 means a 34% yield). (1) The reactants are CC(C)([O-])C.[K+].[C:7]([CH2:9]P(=O)(OCC)OCC)#[N:8].[CH:18](=O)[CH2:19][CH2:20][CH2:21][CH2:22][CH3:23]. The catalyst is O1CCCC1. The product is [C:7](#[N:8])[CH:9]=[CH:18][CH2:19][CH2:20][CH2:21][CH2:22][CH3:23]. The yield is 0.920. (2) The product is [CH2:1]([N:3]1[C:7](=[NH:8])/[C:6](=[CH:9]/[C:10]2[CH:15]=[CH:14][C:13]([O:16][C:21]3[CH:28]=[CH:27][C:24]([C:25]#[N:26])=[CH:23][C:22]=3[C:29]([F:30])([F:32])[F:31])=[C:12]([O:17][CH3:18])[CH:11]=2)/[NH:5][C:4]1=[O:19])[CH3:2]. The yield is 0.260. The catalyst is CN(C=O)C. The reactants are [CH2:1]([N:3]1[C:7](=[NH:8])/[C:6](=[CH:9]/[C:10]2[CH:15]=[CH:14][C:13]([OH:16])=[C:12]([O:17][CH3:18])[CH:11]=2)/[NH:5][C:4]1=[O:19])[CH3:2].F[C:21]1[CH:28]=[CH:27][C:24]([C:25]#[N:26])=[CH:23][C:22]=1[C:29]([F:32])([F:31])[F:30].C(=O)([O-])[O-].[Cs+].[Cs+].O. (3) The reactants are [F:1][C:2]1([F:30])[CH2:7][CH2:6][N:5]([C:8]([C:10]2[NH:11][C:12]3[C:17]([CH:18]=2)=[CH:16][C:15]([C:19]([N:21]2[CH2:26][CH2:25][N:24]([CH:27]([CH3:29])[CH3:28])[CH2:23][CH2:22]2)=[O:20])=[CH:14][CH:13]=3)=[O:9])[CH2:4][CH2:3]1.[F:31][C:32]([F:43])([F:42])[C:33]1[CH:34]=[C:35](B(O)O)[CH:36]=[CH:37][CH:38]=1.N1C=CC=CC=1. The catalyst is ClCCl.C([O-])(=O)C.[Cu+2].C([O-])(=O)C. The product is [F:30][C:2]1([F:1])[CH2:7][CH2:6][N:5]([C:8]([C:10]2[N:11]([C:37]3[CH:36]=[CH:35][CH:34]=[C:33]([C:32]([F:43])([F:42])[F:31])[CH:38]=3)[C:12]3[C:17]([CH:18]=2)=[CH:16][C:15]([C:19]([N:21]2[CH2:22][CH2:23][N:24]([CH:27]([CH3:28])[CH3:29])[CH2:25][CH2:26]2)=[O:20])=[CH:14][CH:13]=3)=[O:9])[CH2:4][CH2:3]1. The yield is 0.330. (4) The reactants are [CH3:1][C:2]1[N:3]([C@H:8]2[CH2:12][C@@:11]([CH2:17][CH3:18])([C:13]([O:15]C)=[O:14])[CH:10]=[CH:9]2)[C:4]([CH3:7])=[CH:5][CH:6]=1.[OH-].[Na+]. The catalyst is CO. The product is [CH3:7][C:4]1[N:3]([C@H:8]2[CH2:12][C@@:11]([CH2:17][CH3:18])([C:13]([OH:15])=[O:14])[CH:10]=[CH:9]2)[C:2]([CH3:1])=[CH:6][CH:5]=1. The yield is 0.970.